From a dataset of Reaction yield outcomes from USPTO patents with 853,638 reactions. Predict the reaction yield, written as a fraction of the theoretical maximum amount of product (1.0 means a 100% yield; for example, 0.34 means a 34% yield). (1) The product is [C:29]([O:28][C:26](=[O:27])[CH2:25][O:16][C:7]1[C:6]([C:17]2[CH:22]=[CH:21][CH:20]=[CH:19][CH:18]=2)=[CH:5][C:4]([C:3]([O:2][CH3:1])=[O:23])=[CH:9][C:8]=1[C:10]1[CH:15]=[CH:14][CH:13]=[CH:12][CH:11]=1)([CH3:32])([CH3:31])[CH3:30]. The yield is 0.960. The reactants are [CH3:1][O:2][C:3](=[O:23])[C:4]1[CH:9]=[C:8]([C:10]2[CH:15]=[CH:14][CH:13]=[CH:12][CH:11]=2)[C:7]([OH:16])=[C:6]([C:17]2[CH:22]=[CH:21][CH:20]=[CH:19][CH:18]=2)[CH:5]=1.Br[CH2:25][C:26]([O:28][C:29]([CH3:32])([CH3:31])[CH3:30])=[O:27].C([O-])([O-])=O.[K+].[K+]. The catalyst is C(#N)C. (2) The catalyst is C(O)(=O)C. The yield is 0.923. The reactants are [CH3:1][O:2][C:3]1[CH:12]=[CH:11][C:6]([C:7]([O:9][CH3:10])=[O:8])=[CH:5][C:4]=1[O:13][CH2:14][CH2:15][CH2:16][N:17]1[CH2:22][CH2:21][O:20][CH2:19][CH2:18]1.[N+:23]([O-])([OH:25])=[O:24].OS(O)(=O)=O.O. The product is [N+:23]([C:11]1[CH:12]=[C:3]([O:2][CH3:1])[C:4]([O:13][CH2:14][CH2:15][CH2:16][N:17]2[CH2:18][CH2:19][O:20][CH2:21][CH2:22]2)=[CH:5][C:6]=1[C:7]([O:9][CH3:10])=[O:8])([O-:25])=[O:24]. (3) The reactants are [F:1][C:2]([F:7])([F:6])[C:3]([OH:5])=[O:4].[C:8]1([C:14]2[CH:19]=[C:18]([CH:20]3[CH2:25][CH2:24][NH:23][CH2:22][CH2:21]3)[CH:17]=[CH:16][C:15]=2[NH:26][C:27]([C:29]2[NH:30][CH:31]=[C:32]([C:34]#[N:35])[N:33]=2)=[O:28])[CH2:13][CH2:12][CH2:11][CH2:10][CH:9]=1.Cl.[N:37]1[CH:42]=[CH:41][CH:40]=[CH:39][C:38]=1[CH2:43][C:44](O)=[O:45].CCN=C=NCCCN(C)C.C1C=CC2N(O)N=NC=2C=1.CCN(C(C)C)C(C)C. The catalyst is O.CN(C=O)C. The product is [F:1][C:2]([F:7])([F:6])[C:3]([OH:5])=[O:4].[C:8]1([C:14]2[CH:19]=[C:18]([CH:20]3[CH2:21][CH2:22][N:23]([C:44](=[O:45])[CH2:43][C:38]4[CH:39]=[CH:40][CH:41]=[CH:42][N:37]=4)[CH2:24][CH2:25]3)[CH:17]=[CH:16][C:15]=2[NH:26][C:27]([C:29]2[NH:30][CH:31]=[C:32]([C:34]#[N:35])[N:33]=2)=[O:28])[CH2:13][CH2:12][CH2:11][CH2:10][CH:9]=1. The yield is 0.700. (4) The reactants are [F:8][C:7]([F:10])([F:9])[C:6](O[C:6](=[O:11])[C:7]([F:10])([F:9])[F:8])=[O:11].[CH3:14][O:15][CH2:16][C:17]1([CH2:30][NH:31][C@@H:32]2[CH2:34][C@H:33]2[C:35]2[CH:40]=[CH:39][CH:38]=[CH:37][CH:36]=2)[CH2:22][CH2:21][N:20]([C:23]([O:25][C:26]([CH3:29])([CH3:28])[CH3:27])=[O:24])[CH2:19][CH2:18]1.C(N(CC)C(C)C)(C)C. The catalyst is C(Cl)Cl. The product is [CH3:14][O:15][CH2:16][C:17]1([CH2:30][N:31]([C@@H:32]2[CH2:34][C@H:33]2[C:35]2[CH:40]=[CH:39][CH:38]=[CH:37][CH:36]=2)[C:6](=[O:11])[C:7]([F:8])([F:9])[F:10])[CH2:22][CH2:21][N:20]([C:23]([O:25][C:26]([CH3:29])([CH3:27])[CH3:28])=[O:24])[CH2:19][CH2:18]1. The yield is 0.840. (5) The catalyst is CN(C=O)C. The yield is 0.340. The product is [Br:24][C:7]1[N:8]=[C:4]([CH2:3][C:2]([CH3:1])([OH:16])[CH3:15])[N:5]([CH:9]2[CH2:14][CH2:13][CH2:12][CH2:11][O:10]2)[CH:6]=1. The reactants are [CH3:1][C:2]([OH:16])([CH3:15])[CH2:3][C:4]1[N:5]([CH:9]2[CH2:14][CH2:13][CH2:12][CH2:11][O:10]2)[CH:6]=[CH:7][N:8]=1.C1C(=O)N([Br:24])C(=O)C1. (6) The reactants are O[C:2]([C@H:7]1[CH2:11][O:10][C:9]([CH3:13])([CH3:12])[N:8]1[C:14]([O:16][C:17]([CH3:20])([CH3:19])[CH3:18])=[O:15])([CH2:5][CH3:6])[CH2:3][CH3:4].C(N(CC)CC)C.CS(Cl)(=O)=O.O. The catalyst is ClCCl.C(OCC)C. The yield is 0.715. The product is [CH3:13][C:9]1([CH3:12])[N:8]([C:14]([O:16][C:17]([CH3:18])([CH3:19])[CH3:20])=[O:15])[C@@H:7]([C:2]([CH2:5][CH3:6])=[CH:3][CH3:4])[CH2:11][O:10]1. (7) The reactants are [Cl:1][S:2]([OH:5])(=O)=[O:3].[CH3:6][O:7][C:8]1[CH:12]=[CH:11][S:10][CH:9]=1.O=P(Cl)(Cl)Cl.P(Cl)(Cl)(Cl)(Cl)Cl. The product is [CH3:6][O:7][C:8]1[CH:12]=[CH:11][S:10][C:9]=1[S:2]([Cl:1])(=[O:5])=[O:3]. The catalyst is C(Cl)(Cl)Cl. The yield is 0.430. (8) The reactants are CS(O[CH:6]1[CH2:10][CH2:9][N:8]([C:11]2[CH:16]=[CH:15][C:14]([Br:17])=[CH:13][N:12]=2)[CH2:7]1)(=O)=O.[CH3:18][NH:19][CH:20]([CH3:22])[CH3:21]. The catalyst is C(#N)C. The yield is 0.680. The product is [Br:17][C:14]1[CH:15]=[CH:16][C:11]([N:8]2[CH2:9][CH2:10][CH:6]([N:19]([CH3:18])[CH:20]([CH3:22])[CH3:21])[CH2:7]2)=[N:12][CH:13]=1. (9) The yield is 0.780. The reactants are [CH3:1][CH2:2][C:3]1[CH:8]=[CH:7][C:6]([C:9]([CH:11]([CH2:13][N:14]2[CH2:19][CH2:18][CH2:17][CH2:16][CH2:15]2)[CH3:12])=[O:10])=[CH:5][CH:4]=1.Cl.C(=O)(O)[O-].[Na+]. The product is [CH3:1][CH2:2][C:3]1[CH:8]=[CH:7][C:6]([C:9]([CH:11]([CH2:13][N:14]2[CH2:19][CH2:18][CH2:17][CH2:16][CH2:15]2)[CH3:12])=[O:10])=[CH:5][CH:4]=1. The catalyst is ClCCl.O.O1CCCC1.